Dataset: Full USPTO retrosynthesis dataset with 1.9M reactions from patents (1976-2016). Task: Predict the reactants needed to synthesize the given product. (1) The reactants are: [C:1]([C:3]1[CH:4]=[N:5][N:6]2[C:11]([C:12]([F:15])([F:14])[F:13])=[CH:10][C:9]([C:16]3[CH:21]=[CH:20][C:19]([C:22]([F:25])([F:24])[F:23])=[CH:18][CH:17]=3)=[N:8][C:7]=12)#[CH:2].C(OC([N:33]1[CH2:38][CH2:37][N:36]([S:39]([C:42]2[S:43][C:44](Br)=[CH:45][CH:46]=2)(=[O:41])=[O:40])[CH2:35][CH2:34]1)=O)(C)(C)C.C(O)(C(F)(F)F)=O. Given the product [N:36]1([S:39]([C:42]2[S:43][C:44]([C:2]#[C:1][C:3]3[CH:4]=[N:5][N:6]4[C:11]([C:12]([F:14])([F:13])[F:15])=[CH:10][C:9]([C:16]5[CH:21]=[CH:20][C:19]([C:22]([F:25])([F:24])[F:23])=[CH:18][CH:17]=5)=[N:8][C:7]=34)=[CH:45][CH:46]=2)(=[O:41])=[O:40])[CH2:35][CH2:34][NH:33][CH2:38][CH2:37]1, predict the reactants needed to synthesize it. (2) Given the product [N:1]1[N:9]2[C:4]([N:5]=[C:6]3[C:7](=[C:8]2[OH:10])[CH2:12][CH2:13][CH2:14][CH2:15]3)=[CH:3][CH:2]=1, predict the reactants needed to synthesize it. The reactants are: [N:1]1[N:9]2[C:4]([N:5]=[C:6]3[CH2:15][CH2:14][CH2:13][CH2:12]C[C:7]3=[C:8]2[OH:10])=[CH:3][CH:2]=1.COC(C1CCCCC1=O)=O.N1NC(N)=CC=1. (3) The reactants are: [H-].[Na+].[CH3:3][O:4][CH2:5][CH2:6][CH2:7][CH2:8][C:9](=O)[CH2:10][C:11]([O:13]C)=[O:12].[C:16]1([N:22]=[N+:23]=[N-:24])[CH:21]=[CH:20][CH:19]=[CH:18][CH:17]=1. Given the product [CH3:3][O:4][CH2:5][CH2:6][CH2:7][CH2:8][C:9]1[N:22]([C:16]2[CH:21]=[CH:20][CH:19]=[CH:18][CH:17]=2)[N:23]=[N:24][C:10]=1[C:11]([OH:13])=[O:12], predict the reactants needed to synthesize it. (4) Given the product [CH2:1]([CH:8]1[C:16]2[C:15]([N:17]3[CH2:18][CH2:19][CH:20]([C:23]4[N:24]([CH2:39][CH2:40][N:41]([CH3:43])[CH3:42])[CH:25]=[C:26]([C:28]5[CH:33]=[CH:32][C:31]([F:34])=[C:30]([C:35]([F:36])([F:38])[F:37])[CH:29]=5)[N:27]=4)[CH2:21][CH2:22]3)=[N:14][CH:13]=[N:12][C:11]=2[NH:10][C:9]1=[O:44])[C:2]1[CH:7]=[CH:6][CH:5]=[CH:4][CH:3]=1, predict the reactants needed to synthesize it. The reactants are: [CH:1](=[C:8]1[C:16]2[C:15]([N:17]3[CH2:22][CH2:21][CH:20]([C:23]4[N:24]([CH2:39][CH2:40][N:41]([CH3:43])[CH3:42])[CH:25]=[C:26]([C:28]5[CH:33]=[CH:32][C:31]([F:34])=[C:30]([C:35]([F:38])([F:37])[F:36])[CH:29]=5)[N:27]=4)[CH2:19][CH2:18]3)=[N:14][CH:13]=[N:12][C:11]=2[NH:10][C:9]1=[O:44])[C:2]1[CH:7]=[CH:6][CH:5]=[CH:4][CH:3]=1. (5) Given the product [CH3:1][O:2][C@H:3]([C@@H:8]([CH3:16])[C@@H:9]([O:14][CH3:15])/[CH:10]=[CH:11]/[CH:12]=[CH2:13])[C@@H:4]([CH3:7])[C:5]([OH:23])=[O:6], predict the reactants needed to synthesize it. The reactants are: [CH3:1][O:2][C@H:3]([C@@H:8]([CH3:16])[C@@H:9]([O:14][CH3:15])/[CH:10]=[CH:11]/[CH:12]=[CH2:13])[C@@H:4]([CH3:7])[CH:5]=[O:6].CC(=CC)C.Cl([O-])=[O:23].[Na+].P([O-])(O)(O)=O.[Na+].Cl. (6) Given the product [OH:17][N:16]=[C:7]([C:3]1[N:2]([CH3:1])[CH:6]=[CH:5][N:4]=1)[C:9]1[CH:14]=[CH:13][CH:12]=[CH:11][CH:10]=1, predict the reactants needed to synthesize it. The reactants are: [CH3:1][N:2]1[CH:6]=[CH:5][N:4]=[C:3]1[C:7]([C:9]1[CH:14]=[CH:13][CH:12]=[CH:11][CH:10]=1)=O.Cl.[NH2:16][OH:17]. (7) Given the product [Si:14]([O:8][C:5]1[CH:4]=[N:3][C:2]([Cl:1])=[N:7][CH:6]=1)([C:17]([CH3:20])([CH3:19])[CH3:18])([CH3:16])[CH3:15], predict the reactants needed to synthesize it. The reactants are: [Cl:1][C:2]1[N:7]=[CH:6][C:5]([OH:8])=[CH:4][N:3]=1.N1C=CN=C1.[Si:14](Cl)([C:17]([CH3:20])([CH3:19])[CH3:18])([CH3:16])[CH3:15].O. (8) Given the product [Br:1][C:2]1[CH:3]=[C:4]([C:8]2([C:15]3[CH:16]=[CH:17][C:18]([O:21][CH3:22])=[CH:19][CH:20]=3)[C:12]3=[N:23][CH2:24][CH:25]([C:26]([O:28][CH3:29])=[O:27])[CH2:30][N:31]3[C:10](=[S:11])[NH:9]2)[CH:5]=[CH:6][CH:7]=1, predict the reactants needed to synthesize it. The reactants are: [Br:1][C:2]1[CH:3]=[C:4]([C:8]2([C:15]3[CH:20]=[CH:19][C:18]([O:21][CH3:22])=[CH:17][CH:16]=3)[C:12](=S)[S:11][C:10](=S)[NH:9]2)[CH:5]=[CH:6][CH:7]=1.[NH2:23][CH2:24][CH:25]([CH2:30][NH2:31])[C:26]([O:28][CH3:29])=[O:27].C(N(CC)CC)C.